This data is from Reaction yield outcomes from USPTO patents with 853,638 reactions. The task is: Predict the reaction yield, written as a fraction of the theoretical maximum amount of product (1.0 means a 100% yield; for example, 0.34 means a 34% yield). (1) The reactants are [CH3:1][C:2]1[N:11]=[C:10]([N:12]([C:14]2[CH:19]=[CH:18][C:17]([N+:20]([O-])=O)=[CH:16][CH:15]=2)[CH3:13])[C:9]2[C:4](=[CH:5][CH:6]=[CH:7][CH:8]=2)[N:3]=1. The catalyst is C(OCC)(=O)C.[Pd]. The product is [NH2:20][C:17]1[CH:18]=[CH:19][C:14]([N:12]([C:10]2[C:9]3[C:4](=[CH:5][CH:6]=[CH:7][CH:8]=3)[N:3]=[C:2]([CH3:1])[N:11]=2)[CH3:13])=[CH:15][CH:16]=1. The yield is 0.780. (2) The reactants are [O:1]1[CH:5]=[CH:4][CH:3]=[C:2]1[C:6]1[O:7][CH:8]=[C:9]([CH2:11][O:12][C:13]2[CH:20]=[CH:19][C:16]([CH:17]=[O:18])=[CH:15][C:14]=2[O:21][CH3:22])[N:10]=1.C(O)C.[BH4-].[Na+].O. The catalyst is O1CCCC1. The product is [O:1]1[CH:5]=[CH:4][CH:3]=[C:2]1[C:6]1[O:7][CH:8]=[C:9]([CH2:11][O:12][C:13]2[CH:20]=[CH:19][C:16]([CH2:17][OH:18])=[CH:15][C:14]=2[O:21][CH3:22])[N:10]=1. The yield is 0.860. (3) The reactants are Cl.[Cl:2][C:3]1[CH:22]=[CH:21][C:6]([C:7]([NH:9][C:10]2[CH:15]=[CH:14][C:13]([CH:16]3[CH2:20][CH2:19][NH:18][CH2:17]3)=[CH:12][CH:11]=2)=[O:8])=[CH:5][CH:4]=1.[C:23]([O-])(=O)[CH3:24].[Na+].C(=O)C.C(O[BH-](OC(=O)C)OC(=O)C)(=O)C.[Na+].N. The catalyst is ClCCCl.C(O)(=O)C. The product is [Cl:2][C:3]1[CH:4]=[CH:5][C:6]([C:7]([NH:9][C:10]2[CH:15]=[CH:14][C:13]([CH:16]3[CH2:20][CH2:19][N:18]([CH2:23][CH3:24])[CH2:17]3)=[CH:12][CH:11]=2)=[O:8])=[CH:21][CH:22]=1. The yield is 0.880. (4) The reactants are C(Cl)(Cl)=[O:2].[Cl:5][C:6]1[CH:30]=[CH:29][C:9]([CH2:10][O:11][CH:12]2[CH2:15][N:14]([CH:16](C3C=CC=CC=3)C3C=CC=CC=3)[CH2:13]2)=[CH:8][CH:7]=1.[CH2:31]([NH2:34])[CH:32]=[CH2:33].Cl. The catalyst is C(Cl)Cl.[Cl-].[Na+].O.O. The product is [Cl:5][C:6]1[CH:7]=[CH:8][C:9]([CH2:10][O:11][CH:12]2[CH2:13][N:14]([C:16]([NH:34][CH2:31][CH:32]=[CH2:33])=[O:2])[CH2:15]2)=[CH:29][CH:30]=1. The yield is 0.600. (5) The reactants are Cl.[C:2]1(=[O:12])[C:6]2([CH2:11][CH2:10][CH2:9][NH:8][CH2:7]2)[CH2:5][CH2:4][NH:3]1.C(N(CC)CC)C.[Cl:20][C:21]1[CH:26]=[C:25]([C:27]([F:30])([F:29])[F:28])[CH:24]=[CH:23][C:22]=1[S:31](Cl)(=[O:33])=[O:32]. The catalyst is ClCCl. The product is [Cl:20][C:21]1[CH:26]=[C:25]([C:27]([F:29])([F:28])[F:30])[CH:24]=[CH:23][C:22]=1[S:31]([N:8]1[CH2:9][CH2:10][CH2:11][C:6]2([C:2](=[O:12])[NH:3][CH2:4][CH2:5]2)[CH2:7]1)(=[O:33])=[O:32]. The yield is 0.120. (6) The reactants are [CH3:1][N:2]([CH3:12])[C:3]1[CH:4]=[C:5]([CH:9]=[CH:10][CH:11]=1)[C:6](O)=[O:7].C(Cl)(=O)C([Cl:16])=O.CN(C=O)C. The catalyst is ClC(Cl)C. The product is [ClH:16].[CH3:1][N:2]([CH3:12])[C:3]1[CH:4]=[C:5]([CH:9]=[CH:10][CH:11]=1)[C:6]([Cl:16])=[O:7]. The yield is 0.920. (7) The reactants are Cl[C:2]1[CH:7]=[CH:6][N:5]=[C:4]2[CH:8]=[C:9]([C:11]3[N:12]([CH3:16])[CH:13]=[CH:14][N:15]=3)[S:10][C:3]=12.[CH2:17]([C:19]1[N:20]([CH3:33])[C:21]2[C:26]([C:27]=1[C:28]([NH:30][CH3:31])=[O:29])=[CH:25][CH:24]=[C:23]([OH:32])[CH:22]=2)[CH3:18].C([O-])([O-])=O.[Cs+].[Cs+]. No catalyst specified. The product is [CH3:31][NH:30][C:28]([C:27]1[C:26]2[C:21](=[CH:22][C:23]([O:32][C:2]3[CH:7]=[CH:6][N:5]=[C:4]4[CH:8]=[C:9]([C:11]5[N:12]([CH3:16])[CH:13]=[CH:14][N:15]=5)[S:10][C:3]=34)=[CH:24][CH:25]=2)[N:20]([CH3:33])[C:19]=1[CH2:17][CH3:18])=[O:29]. The yield is 0.400. (8) The reactants are CO.[CH3:3][O:4][C:5]1[CH:6]=[C:7]2[C:12](=[CH:13][C:14]=1[O:15][CH3:16])[N:11]=[CH:10][CH:9]=[C:8]2[O:17][C:18]1[CH:23]=[CH:22][C:21]([NH:24][C:25]([NH:27][CH2:28][CH2:29][C:30]([CH3:33])([CH3:32])[CH3:31])=[O:26])=[CH:20][CH:19]=1.[ClH:34].CO. The catalyst is C(Cl)(Cl)Cl. The product is [ClH:34].[CH3:3][O:4][C:5]1[CH:6]=[C:7]2[C:12](=[CH:13][C:14]=1[O:15][CH3:16])[N:11]=[CH:10][CH:9]=[C:8]2[O:17][C:18]1[CH:23]=[CH:22][C:21]([NH:24][C:25]([NH:27][CH2:28][CH2:29][C:30]([CH3:33])([CH3:32])[CH3:31])=[O:26])=[CH:20][CH:19]=1. The yield is 0.910. (9) The reactants are [CH2:1]([O:3][C:4]([C@@:6]1([NH:11][C:12]([C@@H:14]2[CH2:18][CH2:17][CH2:16][N:15]2[C:19]([O:21]C(C)(C)C)=O)=[O:13])[CH2:8][C@H:7]1[CH:9]=[CH2:10])=[O:5])[CH3:2].O1CCOC[CH2:27]1.C(OC(N[C@@H:40]([CH2:44][CH2:45][CH2:46][CH2:47][CH2:48][CH:49]=[CH2:50])[C:41]([OH:43])=[O:42])=O)(C)(C)C.CN(C(ON1N=NC2[CH:62]=[CH:63][CH:64]=NC1=2)=[N+](C)C)C.F[P-](F)(F)(F)(F)F.CCN(C(C)C)C(C)C. The catalyst is Cl.C(#N)C. The product is [C:63]([O:43][C:41]([C@@H:40]([CH2:44][CH2:45][CH2:46][CH2:47][CH2:48][CH:49]=[CH2:50])[C:19]([N:15]1[C@H:14]([C:12]([NH:11][C@:6]2([C:4]([O:3][CH2:1][CH3:2])=[O:5])[CH2:8][C@H:7]2[CH:9]=[CH2:10])=[O:13])[CH2:18][CH2:17][CH2:16]1)=[O:21])=[O:42])([CH3:62])([CH3:64])[CH3:27]. The yield is 0.900.